From a dataset of Full USPTO retrosynthesis dataset with 1.9M reactions from patents (1976-2016). Predict the reactants needed to synthesize the given product. (1) Given the product [S:1]1[C:5]2[CH:6]=[CH:7][CH:8]=[CH:9][C:4]=2[N:3]=[C:2]1[NH:10][C:11]([C:13]1[CH:14]=[CH:15][CH:16]=[C:17]2[C:22]=1[CH2:21][N:20]([C:23]1[N:28]=[C:27]([C:29]([O:31][C:32]([CH3:35])([CH3:34])[CH3:33])=[O:30])[C:26]([B:40]3[O:41][C:42]([CH3:44])([CH3:43])[C:38]([CH3:45])([CH3:37])[O:39]3)=[CH:25][CH:24]=1)[CH2:19][CH2:18]2)=[O:12], predict the reactants needed to synthesize it. The reactants are: [S:1]1[C:5]2[CH:6]=[CH:7][CH:8]=[CH:9][C:4]=2[N:3]=[C:2]1[NH:10][C:11]([C:13]1[CH:14]=[CH:15][CH:16]=[C:17]2[C:22]=1[CH2:21][N:20]([C:23]1[N:28]=[C:27]([C:29]([O:31][C:32]([CH3:35])([CH3:34])[CH3:33])=[O:30])[C:26](Br)=[CH:25][CH:24]=1)[CH2:19][CH2:18]2)=[O:12].[CH3:37][C:38]1([CH3:45])[C:42]([CH3:44])([CH3:43])[O:41][BH:40][O:39]1. (2) Given the product [N:1]1([C:18]([C:17]2[CH:16]=[N:15][C:14]([O:13][C:12]3[CH:25]=[CH:26][C:9]([F:8])=[CH:10][CH:11]=3)=[CH:24][CH:23]=2)=[O:19])[CH2:7][CH2:6][CH2:5][NH:4][CH2:3][CH2:2]1, predict the reactants needed to synthesize it. The reactants are: [NH:1]1[CH2:7][CH2:6][CH2:5][NH:4][CH2:3][CH2:2]1.[F:8][C:9]1[CH:26]=[CH:25][C:12]([O:13][C:14]2[CH:24]=[CH:23][C:17]([C:18](OCC)=[O:19])=[CH:16][N:15]=2)=[CH:11][CH:10]=1.C([Li])CCCCC.[OH-].[Na+]. (3) Given the product [CH2:47]([C@:42]1([CH3:41])[C:43](=[O:44])[N:20]([C:21]2[CH:22]=[CH:23][C:24]([O:27][C:28]3[CH:35]=[CH:34][C:31]([C:32]#[N:33])=[C:30]([O:36][CH:37]([CH3:39])[CH3:38])[CH:29]=3)=[N:25][CH:26]=2)[C:1](=[O:12])[NH:49]1)[CH3:48], predict the reactants needed to synthesize it. The reactants are: [C:1](=[O:12])(OC(Cl)(Cl)Cl)OC(Cl)(Cl)Cl.C(N(CC)CC)C.[NH2:20][C:21]1[CH:22]=[CH:23][C:24]([O:27][C:28]2[CH:35]=[CH:34][C:31]([C:32]#[N:33])=[C:30]([O:36][CH:37]([CH3:39])[CH3:38])[CH:29]=2)=[N:25][CH:26]=1.[Cl-].[CH3:41][C@@:42]([NH3+:49])([CH2:47][CH3:48])[C:43](OC)=[O:44].C[O-].[Na+]. (4) Given the product [CH3:36][O:37][C:4]1[CH:5]=[CH:6][C:1]([N:7]2[C:12](=[O:13])[C:11]3[S:14][CH:15]=[C:16]([C:17]4[CH:18]=[C:19]([CH3:40])[CH:20]=[CH:21][CH:22]=4)[C:10]=3[N:9]=[CH:8]2)=[CH:2][CH:3]=1, predict the reactants needed to synthesize it. The reactants are: [C:1]1([N:7]2[C:12](=[O:13])[C:11]3[S:14][CH:15]=[C:16]([C:17]4[CH:22]=[CH:21][CH:20]=[CH:19][CH:18]=4)[C:10]=3[N:9]=[CH:8]2)[CH:6]=[CH:5][CH:4]=[CH:3][CH:2]=1.NC1C(C2C=C(C)C=CC=2)=CSC=1[C:36](OC)=[O:37].[CH:40](OCC)(OCC)OCC.COC1C=CC(N)=CC=1. (5) Given the product [O:9]([C:7]1[CH:8]=[C:3]([OH:2])[CH:4]=[N:5][CH:6]=1)[C:10]1[CH:15]=[CH:14][CH:13]=[CH:12][CH:11]=1, predict the reactants needed to synthesize it. The reactants are: C[O:2][C:3]1[CH:4]=[N:5][CH:6]=[C:7]([O:9][C:10]2[CH:15]=[CH:14][CH:13]=[CH:12][CH:11]=2)[CH:8]=1.Cl.[NH+]1C=CC=CC=1.[OH-].[Na+]. (6) Given the product [C:21]([C:2]1[CH:7]=[CH:6][N:5]=[C:4]2[N:8]([S:11]([C:14]3[CH:19]=[CH:18][C:17]([CH3:20])=[CH:16][CH:15]=3)(=[O:13])=[O:12])[CH:9]=[CH:10][C:3]=12)#[N:22], predict the reactants needed to synthesize it. The reactants are: Cl[C:2]1[CH:7]=[CH:6][N:5]=[C:4]2[N:8]([S:11]([C:14]3[CH:19]=[CH:18][C:17]([CH3:20])=[CH:16][CH:15]=3)(=[O:13])=[O:12])[CH:9]=[CH:10][C:3]=12.[CH3:21][N:22](C)C(=O)C.